This data is from Forward reaction prediction with 1.9M reactions from USPTO patents (1976-2016). The task is: Predict the product of the given reaction. (1) Given the reactants [Br:1][C:2]1[CH:3]=[C:4]([C:8]2[CH:13]=[CH:12][CH:11]=[C:10]([CH2:14][O:15][C@H:16]3[CH2:20][N:19](C(OC(C)(C)C)=O)[C@H:18]([C:28]([O:30][CH3:31])=[O:29])[CH2:17]3)[CH:9]=2)[CH:5]=[CH:6][CH:7]=1.O1CCOCC1.[ClH:38], predict the reaction product. The product is: [Cl-:38].[Br:1][C:2]1[CH:3]=[C:4]([C:8]2[CH:13]=[CH:12][CH:11]=[C:10]([CH2:14][O:15][C@H:16]3[CH2:20][NH2+:19][C@H:18]([C:28]([O:30][CH3:31])=[O:29])[CH2:17]3)[CH:9]=2)[CH:5]=[CH:6][CH:7]=1. (2) Given the reactants [Cl:1][C:2]1[C:3]2[N:4]([C:11]([CH3:14])=[CH:12][CH:13]=2)[C:5]([C:8]([OH:10])=O)=[CH:6][N:7]=1.C([N:17]1C[CH2:21][O:20][CH2:19][CH2:18]1)C.COCCN.O.ON1C2C=CC=CC=2N=N1.CN(C)CCCN=C=NCC, predict the reaction product. The product is: [Cl:1][C:2]1[C:3]2[N:4]([C:11]([CH3:14])=[CH:12][CH:13]=2)[C:5]([C:8]([NH:17][CH2:18][CH2:19][O:20][CH3:21])=[O:10])=[CH:6][N:7]=1.